Dataset: Reaction yield outcomes from USPTO patents with 853,638 reactions. Task: Predict the reaction yield, written as a fraction of the theoretical maximum amount of product (1.0 means a 100% yield; for example, 0.34 means a 34% yield). (1) The reactants are [S:1]1[CH2:6][CH2:5][CH2:4][S:3][CH2:2]1.[H-].[Na+].BrC[C:11]([O:13][CH3:14])=[O:12]. The catalyst is C1COCC1. The product is [CH3:14][O:13][C:11](=[O:12])[CH2:2][S:1][CH2:6][CH2:5][CH2:4][SH:3]. The yield is 0.270. (2) The reactants are [OH:1][C:2]([CH3:36])([CH3:35])[CH2:3][C@@:4]1([C:29]2[CH:34]=[CH:33][CH:32]=[CH:31][CH:30]=2)[O:9][C:8](=[O:10])[N:7]([C@H:11]([C:13]2[CH:18]=[CH:17][C:16]([C:19]3[CH:28]=[CH:27][C:22]([C:23](OC)=[O:24])=[CH:21][N:20]=3)=[CH:15][CH:14]=2)[CH3:12])[CH2:6][CH2:5]1.[NH2:37][CH3:38].CO. No catalyst specified. The product is [OH:1][C:2]([CH3:36])([CH3:35])[CH2:3][C@@:4]1([C:29]2[CH:30]=[CH:31][CH:32]=[CH:33][CH:34]=2)[O:9][C:8](=[O:10])[N:7]([C@H:11]([C:13]2[CH:14]=[CH:15][C:16]([C:19]3[CH:28]=[CH:27][C:22]([C:23]([NH:37][CH3:38])=[O:24])=[CH:21][N:20]=3)=[CH:17][CH:18]=2)[CH3:12])[CH2:6][CH2:5]1. The yield is 0.360.